From a dataset of Reaction yield outcomes from USPTO patents with 853,638 reactions. Predict the reaction yield, written as a fraction of the theoretical maximum amount of product (1.0 means a 100% yield; for example, 0.34 means a 34% yield). The reactants are C([P:3]([C:6]1[CH:11]=[CH:10][CH:9]=[CH:8][CH:7]=1)(=[O:5])[O-:4])C.C(N([CH2:17][CH3:18])CC)C.[C:19]([OH:23])(=[O:22])[CH:20]=[O:21].[C:24]1(C)C=CC=C[CH:25]=1. No catalyst specified. The product is [CH2:24]([O:22][C:19](=[O:23])[CH:20]([P:3]([O:5][CH2:17][CH3:18])([C:6]1[CH:7]=[CH:8][CH:9]=[CH:10][CH:11]=1)=[O:4])[OH:21])[CH3:25]. The yield is 0.480.